The task is: Regression. Given two drug SMILES strings and cell line genomic features, predict the synergy score measuring deviation from expected non-interaction effect.. This data is from NCI-60 drug combinations with 297,098 pairs across 59 cell lines. Drug 1: CC1=C(C=C(C=C1)NC(=O)C2=CC=C(C=C2)CN3CCN(CC3)C)NC4=NC=CC(=N4)C5=CN=CC=C5. Drug 2: C1=NC(=NC(=O)N1C2C(C(C(O2)CO)O)O)N. Cell line: MDA-MB-231. Synergy scores: CSS=-3.77, Synergy_ZIP=7.41, Synergy_Bliss=-0.830, Synergy_Loewe=-4.55, Synergy_HSA=-3.55.